This data is from Full USPTO retrosynthesis dataset with 1.9M reactions from patents (1976-2016). The task is: Predict the reactants needed to synthesize the given product. (1) Given the product [OH:1][C:2]1[N:10]=[CH:9][C:8]([S:11]([OH:14])(=[O:13])=[O:12])=[CH:7][C:3]=1[C:4]([O:6][CH2:15][CH3:16])=[O:5], predict the reactants needed to synthesize it. The reactants are: [OH:1][C:2]1[N:10]=[CH:9][C:8]([S:11]([OH:14])(=[O:13])=[O:12])=[CH:7][C:3]=1[C:4]([OH:6])=[O:5].[CH2:15](O)[CH3:16]. (2) Given the product [C:15]([C:17]1[CH:24]=[CH:23][C:20]([CH:21]2[C:27]([C:28]([NH2:30])=[O:29])=[C:26]([CH3:31])[N:9]([C:5]3[CH:6]=[CH:7][CH:8]=[C:3]([C:2]([F:1])([F:13])[F:14])[CH:4]=3)[C:10](=[S:11])[NH:12]2)=[CH:19][CH:18]=1)#[N:16], predict the reactants needed to synthesize it. The reactants are: [F:1][C:2]([F:14])([F:13])[C:3]1[CH:4]=[C:5]([NH:9][C:10]([NH2:12])=[S:11])[CH:6]=[CH:7][CH:8]=1.[C:15]([C:17]1[CH:24]=[CH:23][C:20]([CH:21]=O)=[CH:19][CH:18]=1)#[N:16].O=[C:26]([CH3:31])[CH2:27][C:28]([NH2:30])=[O:29]. (3) Given the product [N+:1]([C:4]1[CH:9]=[CH:8][C:7]([NH:10][C:11]2[S:12][CH:14]=[CH:15][N:13]=2)=[CH:6][CH:5]=1)([O-:3])=[O:2], predict the reactants needed to synthesize it. The reactants are: [N+:1]([C:4]1[CH:9]=[CH:8][C:7]([NH:10][C:11]([NH2:13])=[S:12])=[CH:6][CH:5]=1)([O-:3])=[O:2].[CH2:14](OC(OCC)CBr)[CH3:15]. (4) Given the product [C:15]([N:18]1[C:19]2[C:6](=[CH:26][CH:25]=[CH:24][CH:20]=2)[C:5]([O:4][C:1](=[O:3])[CH3:2])=[CH:28]1)(=[O:17])[CH3:16], predict the reactants needed to synthesize it. The reactants are: [C:1]([O:4][C:5](=O)[CH3:6])(=[O:3])[CH3:2].C(N(CC)CC)C.[C:15]([N:18]([CH2:28]C(O)=O)[C:19]1C=[CH:26][CH:25]=[CH:24][C:20]=1C(O)=O)(=[O:17])[CH3:16]. (5) Given the product [Cl:30][C:20]1[CH:19]=[C:18]([C:14]2([CH3:17])[CH:15]3[CH:13]2[CH2:12][N:11]([CH2:5][CH2:6][CH2:7][CH2:8][CH2:9][CH3:10])[CH2:16]3)[CH:23]=[CH:22][CH:21]=1, predict the reactants needed to synthesize it. The reactants are: N([O-])=O.[Na+].[CH2:5]([N:11]1[CH2:16][CH:15]2[CH:13]([C:14]2([C:18]2[CH:19]=[C:20](N)[CH:21]=[CH:22][CH:23]=2)[CH3:17])[CH2:12]1)[CH2:6][CH2:7][CH2:8][CH2:9][CH3:10].C(=O)([O-])O.[Na+].[ClH:30]. (6) The reactants are: [C:1]([C:4]1[N:5]=[C:6]([N:9]2[CH2:12][CH:11]([S:13][C:14]3[C@H:15]([CH3:45])[C@@H:16]4[C@@H:33]([C@H:34]([O:36][Si:37]([C:40]([CH3:43])([CH3:42])[CH3:41])([CH3:39])[CH3:38])[CH3:35])[C:32](=[O:44])[N:17]4[C:18]=3[C:19]([O:21][CH2:22][C:23]3[CH:28]=[CH:27][C:26]([N+:29]([O-:31])=[O:30])=[CH:25][CH:24]=3)=[O:20])[CH2:10]2)[S:7][CH:8]=1)(O)=[O:2].Cl.[NH2:47][C@H:48]([C:52]([NH2:54])=[O:53])[CH:49]([CH3:51])[CH3:50].C(P(C#N)(CC)=O)C.C(N(C(C)C)CC)(C)C. Given the product [C:52]([C@@H:48]([NH:47][C:1]([C:4]1[N:5]=[C:6]([N:9]2[CH2:10][CH:11]([S:13][C:14]3[C@H:15]([CH3:45])[C@@H:16]4[C@@H:33]([C@H:34]([O:36][Si:37]([C:40]([CH3:41])([CH3:42])[CH3:43])([CH3:39])[CH3:38])[CH3:35])[C:32](=[O:44])[N:17]4[C:18]=3[C:19]([O:21][CH2:22][C:23]3[CH:24]=[CH:25][C:26]([N+:29]([O-:31])=[O:30])=[CH:27][CH:28]=3)=[O:20])[CH2:12]2)[S:7][CH:8]=1)=[O:2])[CH:49]([CH3:51])[CH3:50])(=[O:53])[NH2:54], predict the reactants needed to synthesize it.